From a dataset of Full USPTO retrosynthesis dataset with 1.9M reactions from patents (1976-2016). Predict the reactants needed to synthesize the given product. (1) The reactants are: Br[C:2]1[N:7]=[CH:6][C:5]2[C:8]([C:14]3[CH:15]=[N:16][N:17]([CH2:19][C:20]([O:22][CH2:23][CH3:24])=[O:21])[CH:18]=3)=[CH:9][N:10]([CH:11]([CH3:13])[CH3:12])[C:4]=2[CH:3]=1.C1(P(C2C=CC=CC=2)C2C3OC4C(=CC=CC=4P(C4C=CC=CC=4)C4C=CC=CC=4)C(C)(C)C=3C=CC=2)C=CC=CC=1.[Cl:67][C:68]1[N:73]=[C:72]([NH2:74])[CH:71]=[CH:70][N:69]=1.C(=O)([O-])[O-].[Cs+].[Cs+]. Given the product [Cl:67][C:68]1[N:73]=[C:72]([NH:74][C:2]2[N:7]=[CH:6][C:5]3[C:8]([C:14]4[CH:15]=[N:16][N:17]([CH2:19][C:20]([O:22][CH2:23][CH3:24])=[O:21])[CH:18]=4)=[CH:9][N:10]([CH:11]([CH3:13])[CH3:12])[C:4]=3[CH:3]=2)[CH:71]=[CH:70][N:69]=1, predict the reactants needed to synthesize it. (2) The reactants are: [CH3:1][CH:2]([CH3:34])[CH2:3][O:4][C:5]([N:7]1[C:15]2[C:10](=[N:11][CH:12]=[C:13]([C:16]3[CH:17]=[CH:18][C:19]4[O:25][CH2:24][CH2:23][N:22](C(OC(C)(C)C)=O)[CH2:21][C:20]=4[CH:33]=3)[CH:14]=2)[N:9]=[CH:8]1)=[O:6].FC(F)(F)C(O)=O. Given the product [O:25]1[C:19]2[CH:18]=[CH:17][C:16]([C:13]3[CH:14]=[C:15]4[N:7]([C:5]([O:4][CH2:3][CH:2]([CH3:34])[CH3:1])=[O:6])[CH:8]=[N:9][C:10]4=[N:11][CH:12]=3)=[CH:33][C:20]=2[CH2:21][NH:22][CH2:23][CH2:24]1, predict the reactants needed to synthesize it.